From a dataset of Full USPTO retrosynthesis dataset with 1.9M reactions from patents (1976-2016). Predict the reactants needed to synthesize the given product. (1) Given the product [F:23][C:24]([F:42])([F:41])[CH2:25][O:26][CH2:27][CH2:28][O:29][CH2:30][CH2:31][S:32][C:33]1[CH:38]=[CH:37][NH:36][C:35](=[S:10])[C:34]=1[CH3:40], predict the reactants needed to synthesize it. The reactants are: COC1C=CC(P2(SP(C3C=CC(OC)=CC=3)(=S)S2)=[S:10])=CC=1.[F:23][C:24]([F:42])([F:41])[CH2:25][O:26][CH2:27][CH2:28][O:29][CH2:30][CH2:31][S:32][C:33]1[CH:38]=[CH:37][NH:36][C:35](=O)[C:34]=1[CH3:40]. (2) Given the product [F:19][C:16]1[CH:17]=[CH:18][C:13]([C:10]([CH3:12])([CH3:11])[CH2:9][NH:8][C:5]2[N:6]=[N:7][C:2]([CH:20]=[CH2:21])=[CH:3][CH:4]=2)=[CH:14][CH:15]=1, predict the reactants needed to synthesize it. The reactants are: Cl[C:2]1[N:7]=[N:6][C:5]([NH:8][CH2:9][C:10]([C:13]2[CH:18]=[CH:17][C:16]([F:19])=[CH:15][CH:14]=2)([CH3:12])[CH3:11])=[CH:4][CH:3]=1.[CH:20](B1OB(C=C)OB(C=C)O1)=[CH2:21].C(=O)([O-])[O-].[K+].[K+].O1CCOCC1.